From a dataset of Full USPTO retrosynthesis dataset with 1.9M reactions from patents (1976-2016). Predict the reactants needed to synthesize the given product. (1) Given the product [CH2:2]([S:9]([NH:12][C:13]1[C:14](=[O:28])[N:15]([CH2:20][C:21]([OH:23])=[O:22])[C:16]([CH3:19])=[CH:17][CH:18]=1)(=[O:11])=[O:10])[C:3]1[CH:8]=[CH:7][CH:6]=[CH:5][CH:4]=1, predict the reactants needed to synthesize it. The reactants are: Cl.[CH2:2]([S:9]([NH:12][C:13]1[C:14](=[O:28])[N:15]([CH2:20][C:21]([O:23]C(C)(C)C)=[O:22])[C:16]([CH3:19])=[CH:17][CH:18]=1)(=[O:11])=[O:10])[C:3]1[CH:8]=[CH:7][CH:6]=[CH:5][CH:4]=1. (2) Given the product [NH4+:8].[OH-:12].[O:12]=[C:9]1[NH:8][C:7]([C:1]2[CH:2]=[CH:3][CH:4]=[CH:5][CH:6]=2)=[CH:11][N:10]1[CH2:16][C:17]([O:19][C:20]([CH3:23])([CH3:22])[CH3:21])=[O:18], predict the reactants needed to synthesize it. The reactants are: [C:1]1([C:7]2[CH:11]=[N:10][C:9](=[O:12])[N:8]=2)[CH:6]=[CH:5][CH:4]=[CH:3][CH:2]=1.[H-].[Na+].Br[CH2:16][C:17]([O:19][C:20]([CH3:23])([CH3:22])[CH3:21])=[O:18].O. (3) Given the product [CH2:11]([O:19][C:11](=[O:19])[C@H:10]([CH3:20])[CH2:9][C@H:8]([NH2:12])[CH2:7][C:4]1[CH:3]=[CH:2][C:1]([C:1]2[CH:6]=[CH:5][CH:4]=[CH:3][CH:2]=2)=[CH:6][CH:5]=1)[CH3:10], predict the reactants needed to synthesize it. The reactants are: [C:1]1(C2C=CC=CC=2)[CH:6]=[CH:5][C:4]([CH2:7][C@H:8]2[N:12](C(=O)C(C)(C)C)[C:11](=[O:19])[C@H:10]([CH3:20])[CH2:9]2)=[CH:3][CH:2]=1.S(=O)(=O)(O)O. (4) The reactants are: [N+:1]([C:4]1[CH:5]=[C:6]([C:14]2[O:18][CH:17]=[N:16][CH:15]=2)[CH:7]=[C:8]([C:10]([F:13])([F:12])[F:11])[CH:9]=1)([O-])=O. Given the product [O:18]1[C:14]([C:6]2[CH:5]=[C:4]([CH:9]=[C:8]([C:10]([F:11])([F:12])[F:13])[CH:7]=2)[NH2:1])=[CH:15][N:16]=[CH:17]1, predict the reactants needed to synthesize it. (5) Given the product [Cl:1][C:2]1[CH:3]=[C:4]([O:9][CH2:12][O:13][CH3:14])[CH:5]=[CH:6][C:7]=1[CH3:8], predict the reactants needed to synthesize it. The reactants are: [Cl:1][C:2]1[CH:3]=[C:4]([OH:9])[CH:5]=[CH:6][C:7]=1[CH3:8].[H-].[Na+].[CH3:12][O:13][CH2:14]Cl.[Cl-].[NH4+]. (6) The reactants are: [C:1]([O:5][C:6]([C:8]1[C:16]2[CH2:15][CH:14]([CH2:17][N:18]3C(=O)C4C(=CC=CC=4)C3=O)[N:13]([CH2:29][C:30]3[CH:35]=[CH:34][C:33]([O:36][CH3:37])=[CH:32][CH:31]=3)[CH2:12][C:11]=2[S:10][C:9]=1[NH2:38])=[O:7])([CH3:4])([CH3:3])[CH3:2].NN. Given the product [C:1]([O:5][C:6]([C:8]1[C:16]2[CH2:15][CH:14]([CH2:17][NH2:18])[N:13]([CH2:29][C:30]3[CH:31]=[CH:32][C:33]([O:36][CH3:37])=[CH:34][CH:35]=3)[CH2:12][C:11]=2[S:10][C:9]=1[NH2:38])=[O:7])([CH3:4])([CH3:3])[CH3:2], predict the reactants needed to synthesize it. (7) Given the product [CH2:5]([N:12]1[CH2:17][CH2:16][C:15]([CH2:1][CH3:2])([OH:18])[CH2:14][CH2:13]1)[C:6]1[CH:7]=[CH:8][CH:9]=[CH:10][CH:11]=1, predict the reactants needed to synthesize it. The reactants are: [CH2:1]([Mg]Br)[CH3:2].[CH2:5]([N:12]1[CH2:17][CH2:16][C:15](=[O:18])[CH2:14][CH2:13]1)[C:6]1[CH:11]=[CH:10][CH:9]=[CH:8][CH:7]=1.[Cl-].[NH4+].